Dataset: Reaction yield outcomes from USPTO patents with 853,638 reactions. Task: Predict the reaction yield, written as a fraction of the theoretical maximum amount of product (1.0 means a 100% yield; for example, 0.34 means a 34% yield). (1) The yield is 0.830. The reactants are C([O:3][C:4]([C:6]1[N:7]=[C:8]([CH:11]2[CH2:16][CH2:15][CH2:14][CH2:13][CH2:12]2)[S:9][CH:10]=1)=[O:5])C.[Li+].[OH-]. The catalyst is O. The product is [CH:11]1([C:8]2[S:9][CH:10]=[C:6]([C:4]([OH:5])=[O:3])[N:7]=2)[CH2:12][CH2:13][CH2:14][CH2:15][CH2:16]1. (2) The reactants are [CH2:1]([O:3][C:4](=[O:39])[CH2:5][CH2:6][CH2:7][O:8][C:9]1[CH:14]=[CH:13][CH:12]=[C:11]([CH2:15][CH2:16][CH2:17][CH2:18][CH2:19][CH2:20][O:21][C:22]2[CH:27]=[C:26](Br)[CH:25]=[C:24]([C:29](=[O:31])[CH3:30])[CH:23]=2)[C:10]=1[CH2:32][CH2:33][C:34]([O:36][CH2:37][CH3:38])=[O:35])[CH3:2].[C:40]1(B(O)O)[CH:45]=[CH:44][CH:43]=[CH:42][CH:41]=1.C(=O)([O-])[O-].[Cs+].[Cs+]. The catalyst is C1C=CC(P(C2C=CC=CC=2)[C-]2C=CC=C2)=CC=1.C1C=CC(P(C2C=CC=CC=2)[C-]2C=CC=C2)=CC=1.Cl[Pd]Cl.[Fe+2]. The product is [CH2:1]([O:3][C:4](=[O:39])[CH2:5][CH2:6][CH2:7][O:8][C:9]1[CH:14]=[CH:13][CH:12]=[C:11]([CH2:15][CH2:16][CH2:17][CH2:18][CH2:19][CH2:20][O:21][C:22]2[CH:27]=[C:26]([C:40]3[CH:45]=[CH:44][CH:43]=[CH:42][CH:41]=3)[CH:25]=[C:24]([C:29](=[O:31])[CH3:30])[CH:23]=2)[C:10]=1[CH2:32][CH2:33][C:34]([O:36][CH2:37][CH3:38])=[O:35])[CH3:2]. The yield is 0.960. (3) The reactants are C(OC([NH:8][C@H:9]([C:13]([O:15][CH2:16][CH2:17][C@@H:18]([C:43]1[C:48]([F:49])=[CH:47][CH:46]=[CH:45][C:44]=1[F:50])[NH:19][C:20]([C@H:22]1[N:26]([S:27]([C:30]2[CH:35]=[CH:34][C:33]([C:36]3[CH:41]=[CH:40][CH:39]=[CH:38][C:37]=3[F:42])=[CH:32][CH:31]=2)(=[O:29])=[O:28])[CH2:25][CH2:24][S:23]1)=[O:21])=[O:14])[CH:10]([CH3:12])[CH3:11])=O)(C)(C)C.Cl.CS(O)(=O)=O. The catalyst is C(Cl)Cl.O1CCOCC1.C1COCC1. The product is [NH2:8][C@H:9]([C:13]([O:15][CH2:16][CH2:17][C@@H:18]([C:43]1[C:44]([F:50])=[CH:45][CH:46]=[CH:47][C:48]=1[F:49])[NH:19][C:20]([C@H:22]1[N:26]([S:27]([C:30]2[CH:35]=[CH:34][C:33]([C:36]3[CH:41]=[CH:40][CH:39]=[CH:38][C:37]=3[F:42])=[CH:32][CH:31]=2)(=[O:28])=[O:29])[CH2:25][CH2:24][S:23]1)=[O:21])=[O:14])[CH:10]([CH3:12])[CH3:11]. The yield is 0.837. (4) The reactants are [C:1]([C:3]1[CH:8]=[CH:7][C:6]([O:9][CH3:10])=[CH:5][C:4]=1[CH2:11][C:12]([OH:14])=O)#[N:2].O=S(Cl)[Cl:17]. The catalyst is ClCCl. The product is [Cl:17][C:1]1[C:3]2[C:4](=[CH:5][C:6]([O:9][CH3:10])=[CH:7][CH:8]=2)[CH:11]=[C:12]([OH:14])[N:2]=1. The yield is 0.700. (5) The product is [C:13]([O:21][CH2:2][C:3]1[C:8]([Cl:9])=[C:7]([F:10])[N:6]=[C:5]([F:11])[C:4]=1[Cl:12])(=[O:20])[C:14]1[CH:19]=[CH:18][CH:17]=[CH:16][CH:15]=1. The reactants are Br[CH2:2][C:3]1[C:8]([Cl:9])=[C:7]([F:10])[N:6]=[C:5]([F:11])[C:4]=1[Cl:12].[C:13]([O-:21])(=[O:20])[C:14]1[CH:19]=[CH:18][CH:17]=[CH:16][CH:15]=1.[Na+]. The yield is 0.810. The catalyst is CN(C=O)C. (6) The reactants are [OH:1][CH2:2][C:3]1[C:8]([CH3:9])=[CH:7][CH:6]=[CH:5][N:4]=1. The catalyst is C(Cl)Cl.O=[Mn]=O. The product is [CH3:9][C:8]1[C:3]([CH:2]=[O:1])=[N:4][CH:5]=[CH:6][CH:7]=1. The yield is 0.640. (7) The yield is 0.410. The product is [CH3:1][O:2][C:3]1[CH:8]=[CH:7][CH:6]=[CH:5][C:4]=1[S:9]([N:12]([CH3:25])[C:13]1[CH:14]=[CH:15][CH:16]=[C:17]2[C:21]=1[NH:20][C:19]([C:22]1[S:24][CH:28]([CH2:27][C:26]([O:31][CH2:32][CH3:33])=[O:30])[CH2:29][N:23]=1)=[CH:18]2)(=[O:11])=[O:10]. The catalyst is O1CCCC1. The reactants are [CH3:1][O:2][C:3]1[CH:8]=[CH:7][CH:6]=[CH:5][C:4]=1[S:9]([N:12]([CH3:25])[C:13]1[CH:14]=[CH:15][CH:16]=[C:17]2[C:21]=1[NH:20][C:19]([C:22](=[S:24])[NH2:23])=[CH:18]2)(=[O:11])=[O:10].[C:26]([O:31][CH2:32][CH3:33])(=[O:30])[C:27]#[C:28][CH3:29].C(P(CCCC)CCCC)CCC.C1(C)C=CC=CC=1.